This data is from Forward reaction prediction with 1.9M reactions from USPTO patents (1976-2016). The task is: Predict the product of the given reaction. (1) Given the reactants [CH3:1][S:2]([C:5]1[CH:40]=[CH:39][C:8]([CH2:9][O:10][C:11](=[O:38])[C:12]2[CH:17]=[CH:16][C:15]([CH2:18][N:19]3[CH2:23][C:22](=[O:24])[N:21](CC4C=CC(OC)=CC=4OC)[S:20]3(=[O:37])=[O:36])=[CH:14][CH:13]=2)=[CH:7][CH:6]=1)(=[O:4])=[O:3], predict the reaction product. The product is: [CH3:1][S:2]([C:5]1[CH:6]=[CH:7][C:8]([CH2:9][O:10][C:11](=[O:38])[C:12]2[CH:13]=[CH:14][C:15]([CH2:18][N:19]3[CH2:23][C:22](=[O:24])[NH:21][S:20]3(=[O:36])=[O:37])=[CH:16][CH:17]=2)=[CH:39][CH:40]=1)(=[O:4])=[O:3]. (2) The product is: [CH2:34]([N:3]1[C:4](=[O:33])[C:5]2[NH:6][C:7]([C:14]34[CH2:15][CH2:16][C:17]([CH2:22][CH2:23][C:24]5[NH:28][N:27]=[N:26][N:25]=5)([CH2:18][CH2:19]3)[CH2:20][CH2:21]4)=[N:8][C:9]=2[N:10]([CH2:11][CH2:12][CH3:13])[C:2]1=[O:1])[CH2:35][CH3:36]. Given the reactants [O:1]=[C:2]1[N:10]([CH2:11][CH2:12][CH3:13])[C:9]2[N:8]=[C:7]([C:14]34[CH2:21][CH2:20][C:17]([CH2:22][CH2:23][C:24]5[N:28](CCC#N)[N:27]=[N:26][N:25]=5)([CH2:18][CH2:19]3)[CH2:16][CH2:15]4)[NH:6][C:5]=2[C:4](=[O:33])[N:3]1[CH2:34][CH2:35][CH3:36].[OH-].[Na+], predict the reaction product. (3) Given the reactants [Cl:1][C:2]1[CH:3]=[CH:4][C:5]([C:25]#[N:26])=[C:6]([C:8]2[C:13]([O:14][CH3:15])=[CH:12][N:11]([CH:16]([CH2:20][CH2:21][O:22][CH3:23])[C:17]([OH:19])=O)[C:10](=[O:24])[CH:9]=2)[CH:7]=1.[N:27]1[N:31]2[CH:32]=[CH:33][C:34]([NH2:36])=[CH:35][C:30]2=[CH:29][CH:28]=1, predict the reaction product. The product is: [Cl:1][C:2]1[CH:3]=[CH:4][C:5]([C:25]#[N:26])=[C:6]([C:8]2[C:13]([O:14][CH3:15])=[CH:12][N:11]([CH:16]([CH2:20][CH2:21][O:22][CH3:23])[C:17]([NH:36][C:34]3[CH:33]=[CH:32][N:31]4[N:27]=[CH:28][CH:29]=[C:30]4[CH:35]=3)=[O:19])[C:10](=[O:24])[CH:9]=2)[CH:7]=1. (4) Given the reactants [CH2:1]([O:4][C@@H:5]1[C:13]2[C:8](=[CH:9][C:10]([O:14][CH3:15])=[CH:11][CH:12]=2)[C@H:7]([NH:16]C(=O)C(F)(F)F)[CH2:6]1)[CH:2]=[CH2:3].C(=O)([O-])[O-].[K+].[K+].CO, predict the reaction product. The product is: [CH2:1]([O:4][C@@H:5]1[C:13]2[C:8](=[CH:9][C:10]([O:14][CH3:15])=[CH:11][CH:12]=2)[C@H:7]([NH2:16])[CH2:6]1)[CH:2]=[CH2:3].